Task: Predict the product of the given reaction.. Dataset: Forward reaction prediction with 1.9M reactions from USPTO patents (1976-2016) (1) Given the reactants [NH2:1][C:2]1[CH:17]=[CH:16][C:5]([O:6][C:7]2[C:12]([NH:13][CH3:14])=[C:11](I)[N:10]=[CH:9][N:8]=2)=[CH:4][C:3]=1[Cl:18].C(N(CC)CC)C.[CH2:26]([O:29][CH:30]1[CH2:35][CH2:34][CH2:33][CH2:32][O:31]1)[C:27]#[CH:28], predict the reaction product. The product is: [NH2:1][C:2]1[CH:17]=[CH:16][C:5]([O:6][C:7]2[C:12]([NH:13][CH3:14])=[C:11]([C:28]#[C:27][CH2:26][O:29][CH:30]3[CH2:35][CH2:34][CH2:33][CH2:32][O:31]3)[N:10]=[CH:9][N:8]=2)=[CH:4][C:3]=1[Cl:18]. (2) Given the reactants [CH3:1][N:2]1[CH2:7][CH2:6][N:5]([C:8]([C:10]2([C:16]3[CH:21]=[CH:20][CH:19]=[CH:18][CH:17]=3)[CH2:15][CH2:14][NH:13][CH2:12][CH2:11]2)=[O:9])[CH2:4][CH2:3]1.[C:22]1([CH:28]([C:33]2[CH:38]=[CH:37][CH:36]=[CH:35][CH:34]=2)[CH2:29][C:30](O)=[O:31])[CH:27]=[CH:26][CH:25]=[CH:24][CH:23]=1.CCN=C=NCCCN(C)C.Cl, predict the reaction product. The product is: [CH3:1][N:2]1[CH2:7][CH2:6][N:5]([C:8]([C:10]2([C:16]3[CH:21]=[CH:20][CH:19]=[CH:18][CH:17]=3)[CH2:11][CH2:12][N:13]([C:30](=[O:31])[CH2:29][CH:28]([C:22]3[CH:27]=[CH:26][CH:25]=[CH:24][CH:23]=3)[C:33]3[CH:38]=[CH:37][CH:36]=[CH:35][CH:34]=3)[CH2:14][CH2:15]2)=[O:9])[CH2:4][CH2:3]1. (3) Given the reactants [OH-].[K+].[C:3]([C:6]1[N:11]=[C:10]([C:12]2[CH:17]=[C:16]([F:18])[C:15]([C:19]3[CH:24]=[CH:23][C:22]([CH2:25][C:26]([O:28]C)=[O:27])=[CH:21][C:20]=3[Cl:30])=[C:14]([F:31])[CH:13]=2)[C:9]([CH3:32])=[N:8][C:7]=1[CH3:33])(=[O:5])[NH2:4].Cl, predict the reaction product. The product is: [C:3]([C:6]1[N:11]=[C:10]([C:12]2[CH:17]=[C:16]([F:18])[C:15]([C:19]3[CH:24]=[CH:23][C:22]([CH2:25][C:26]([OH:28])=[O:27])=[CH:21][C:20]=3[Cl:30])=[C:14]([F:31])[CH:13]=2)[C:9]([CH3:32])=[N:8][C:7]=1[CH3:33])(=[O:5])[NH2:4]. (4) Given the reactants Cl[C:2]1[N:11]=[C:10]([NH:12][CH2:13][CH:14]([N:21]2[CH2:26][CH2:25][O:24][CH2:23][CH2:22]2)[C:15]2[CH:20]=[CH:19][CH:18]=[CH:17][CH:16]=2)[C:9]2[C:4](=[CH:5][CH:6]=[CH:7][CH:8]=2)[N:3]=1.CC1(C)C(C)(C)OB([C:35]2[CH:36]=[N:37][C:38]([NH2:41])=[N:39][CH:40]=2)O1.N1C=CN2C=C(C3N=C(NCC(C4C=CC=CC=4)C4NC=CC=4)C4C(=CC=CC=4)N=3)C=CC=12, predict the reaction product. The product is: [NH2:41][C:38]1[N:39]=[CH:40][C:35]([C:2]2[N:11]=[C:10]([NH:12][CH2:13][CH:14]([N:21]3[CH2:26][CH2:25][O:24][CH2:23][CH2:22]3)[C:15]3[CH:20]=[CH:19][CH:18]=[CH:17][CH:16]=3)[C:9]3[C:4](=[CH:5][CH:6]=[CH:7][CH:8]=3)[N:3]=2)=[CH:36][N:37]=1. (5) Given the reactants [OH-].[Na+].C([O:6][C:7]1[CH:31]=[CH:30][C:29]([O:32][CH:33]([CH3:35])[CH3:34])=[CH:28][C:8]=1[C:9]([NH:11][C:12]1[CH:21]=[C:20]([C:22]2[CH:27]=[CH:26][CH:25]=[CH:24][CH:23]=2)[CH:19]=[CH:18][C:13]=1[C:14]([O:16]C)=[O:15])=[O:10])(=O)C.C(O)(=O)CC(CC(O)=O)(C(O)=O)O, predict the reaction product. The product is: [OH:6][C:7]1[CH:31]=[CH:30][C:29]([O:32][CH:33]([CH3:35])[CH3:34])=[CH:28][C:8]=1[C:9]([NH:11][C:12]1[CH:21]=[C:20]([C:22]2[CH:27]=[CH:26][CH:25]=[CH:24][CH:23]=2)[CH:19]=[CH:18][C:13]=1[C:14]([OH:16])=[O:15])=[O:10].